From a dataset of Retrosynthesis with 50K atom-mapped reactions and 10 reaction types from USPTO. Predict the reactants needed to synthesize the given product. Given the product CC(C)(C)OC(=O)N(CCO)CCCOCCc1ccccc1, predict the reactants needed to synthesize it. The reactants are: CC(C)(C)OC(=O)OC(=O)OC(C)(C)C.OCCNCCCOCCc1ccccc1.